Dataset: Forward reaction prediction with 1.9M reactions from USPTO patents (1976-2016). Task: Predict the product of the given reaction. (1) Given the reactants Br[CH2:2][CH2:3][CH2:4][CH2:5][CH2:6][C:7]([F:10])([F:9])[F:8].C[N+]([O-:15])(C)C, predict the reaction product. The product is: [F:8][C:7]([F:10])([F:9])[CH2:6][CH2:5][CH2:4][CH2:3][CH:2]=[O:15]. (2) Given the reactants C(NC(C)C)(C)C.C([Li])CCC.[CH2:13]([O:27][C:28]([C:30]1[CH:34]=[CH:33][S:32][CH:31]=1)=[O:29])[CH2:14][CH2:15][CH2:16][CH2:17][CH2:18][CH2:19][CH2:20][CH2:21][CH2:22][CH2:23][CH2:24][CH2:25][CH3:26].CN([CH:38]=[O:39])C, predict the reaction product. The product is: [CH2:13]([O:27][C:28]([C:30]1[CH:34]=[CH:33][S:32][C:31]=1[CH:38]=[O:39])=[O:29])[CH2:14][CH2:15][CH2:16][CH2:17][CH2:18][CH2:19][CH2:20][CH2:21][CH2:22][CH2:23][CH2:24][CH2:25][CH3:26]. (3) Given the reactants C([O:9][C@@H:10]1[CH2:14][N:13]([C:15]([O:17][C:18]([CH3:21])([CH3:20])[CH3:19])=[O:16])[C@@H:12]([CH3:22])[CH2:11]1)(=O)C1C=CC=CC=1.C([O-])([O-])=O.[K+].[K+], predict the reaction product. The product is: [OH:9][C@@H:10]1[CH2:14][N:13]([C:15]([O:17][C:18]([CH3:21])([CH3:20])[CH3:19])=[O:16])[C@@H:12]([CH3:22])[CH2:11]1. (4) Given the reactants C(OC([N:8]1[CH2:13][CH2:12][N:11]([S:14]([C:17]2[CH:22]=[CH:21][C:20]([F:23])=[CH:19][CH:18]=2)(=[O:16])=[O:15])[CH2:10][CH2:9]1)=O)(C)(C)C.[ClH:24], predict the reaction product. The product is: [ClH:24].[F:23][C:20]1[CH:19]=[CH:18][C:17]([S:14]([N:11]2[CH2:12][CH2:13][NH:8][CH2:9][CH2:10]2)(=[O:16])=[O:15])=[CH:22][CH:21]=1.